This data is from Reaction yield outcomes from USPTO patents with 853,638 reactions. The task is: Predict the reaction yield, written as a fraction of the theoretical maximum amount of product (1.0 means a 100% yield; for example, 0.34 means a 34% yield). (1) The reactants are [CH2:1]([O:3][CH:4]([O:7][CH2:8][CH3:9])[CH2:5][NH2:6])[CH3:2].Br[CH2:11][C:12]1[C:17]2[N:18]=[C:19]([N:21](C(OC(C)(C)C)=O)[C:22]([O:24][C:25]([CH3:28])([CH3:27])[CH3:26])=[O:23])[S:20][C:16]=2[CH:15]=[CH:14][CH:13]=1.C(=O)([O-])[O-].[K+].[K+]. The catalyst is C(#N)C. The product is [CH2:1]([O:3][CH:4]([O:7][CH2:8][CH3:9])[CH2:5][NH:6][CH2:11][C:12]1[C:17]2[N:18]=[C:19]([NH:21][C:22](=[O:23])[O:24][C:25]([CH3:27])([CH3:26])[CH3:28])[S:20][C:16]=2[CH:15]=[CH:14][CH:13]=1)[CH3:2]. The yield is 0.850. (2) The reactants are [NH2:1]/[CH:2]=[C:3](\[N:7]([CH2:13][CH3:14])[C:8](=O)[CH:9]([CH3:11])[CH3:10])/[C:4](=[O:6])[CH3:5].[OH-].[Na+].[NH4+].[Cl-]. The catalyst is CCO. The product is [CH2:13]([N:7]1[C:3]([C:4](=[O:6])[CH3:5])=[CH:2][N:1]=[C:8]1[CH:9]([CH3:11])[CH3:10])[CH3:14]. The yield is 0.810. (3) The reactants are [F:1][C:2]1[CH:3]=[C:4]([CH:6]=[CH:7][C:8]=1[F:9])[NH2:5].Br.Br[CH:12]([C:14]1[CH:15]=[C:16]([C:31]([N:33]([CH3:35])[CH3:34])=[O:32])[CH:17]=[C:18]2[C:23]=1[O:22][C:21]([N:24]1[CH2:29][CH2:28][O:27][CH2:26][CH2:25]1)=[CH:20][C:19]2=[O:30])[CH3:13]. No catalyst specified. The product is [F:1][C:2]1[CH:3]=[C:4]([NH:5][CH:12]([C:14]2[CH:15]=[C:16]([C:31]([N:33]([CH3:35])[CH3:34])=[O:32])[CH:17]=[C:18]3[C:23]=2[O:22][C:21]([N:24]2[CH2:29][CH2:28][O:27][CH2:26][CH2:25]2)=[CH:20][C:19]3=[O:30])[CH3:13])[CH:6]=[CH:7][C:8]=1[F:9]. The yield is 0.288. (4) The reactants are O.ON1C2C=CC=CC=2N=N1.CCN=C=NCCCN(C)C.Cl.C(N(CC)CC)C.[NH2:31][C@H:32]1[CH2:37][CH2:36][N:35]([C:38]([O:40][C:41]([CH3:44])([CH3:43])[CH3:42])=[O:39])[CH2:34][C@H:33]1[F:45].[Cl:46][C:47]1[N:48]=[C:49]([C:54](O)=[O:55])[NH:50][C:51]=1[CH2:52][CH3:53]. The catalyst is CC(N(C)C)=O.O. The product is [Cl:46][C:47]1[N:48]=[C:49]([C:54]([NH:31][C@H:32]2[CH2:37][CH2:36][N:35]([C:38]([O:40][C:41]([CH3:42])([CH3:44])[CH3:43])=[O:39])[CH2:34][C@H:33]2[F:45])=[O:55])[NH:50][C:51]=1[CH2:52][CH3:53]. The yield is 0.750. (5) The reactants are CN(C(ON1N=NC2C=CC=CC1=2)=[N+](C)C)C.F[P-](F)(F)(F)(F)F.[CH3:25][C:26]([CH3:39])([CH3:38])[CH2:27][CH2:28][N:29]1[CH2:34][CH2:33][CH:32]([C:35]([OH:37])=O)[CH2:31][CH2:30]1.CCN(C(C)C)C(C)C.[NH2:49][CH2:50][C:51]1[CH:67]=[CH:66][C:54]([C:55]([N:57]([C:59]2[CH:64]=[CH:63][C:62]([Cl:65])=[CH:61][CH:60]=2)[CH3:58])=[O:56])=[CH:53][C:52]=1[CH3:68]. The catalyst is CN(C=O)C.CCOC(C)=O. The product is [Cl:65][C:62]1[CH:63]=[CH:64][C:59]([N:57]([CH3:58])[C:55]([C:54]2[CH:66]=[CH:67][C:51]([CH2:50][NH:49][C:35]([CH:32]3[CH2:31][CH2:30][N:29]([CH2:28][CH2:27][C:26]([CH3:25])([CH3:39])[CH3:38])[CH2:34][CH2:33]3)=[O:37])=[C:52]([CH3:68])[CH:53]=2)=[O:56])=[CH:60][CH:61]=1. The yield is 0.830. (6) The reactants are CON(C)[C:4]([C@H:6]1[N:10]([C:11]([O:13][C:14]([CH3:17])([CH3:16])[CH3:15])=[O:12])[CH2:9][C@@:8]2([C:25]3[C:20](=[CH:21][CH:22]=[CH:23][CH:24]=3)[NH:19][C:18]2=[O:26])[CH2:7]1)=[O:5].[Cl:28][C:29]1[CH:34]=[CH:33][C:32]([Mg]Br)=[CH:31][CH:30]=1. The catalyst is C1COCC1. The product is [Cl:28][C:29]1[CH:34]=[CH:33][C:32]([C:4]([C@H:6]2[N:10]([C:11]([O:13][C:14]([CH3:16])([CH3:15])[CH3:17])=[O:12])[CH2:9][C@@:8]3([C:25]4[C:20](=[CH:21][CH:22]=[CH:23][CH:24]=4)[NH:19][C:18]3=[O:26])[CH2:7]2)=[O:5])=[CH:31][CH:30]=1. The yield is 0.680. (7) The reactants are [Br:1][C:2]1[CH:3]=[C:4]([S:8]([OH:11])(=O)=[O:9])[CH:5]=[N:6][CH:7]=1.P(Cl)(Cl)(Cl)(Cl)[Cl:13].P(Cl)(Cl)(Cl)=O.C([O-])(O)=O.[Na+].[Na+].[Cl-]. The catalyst is C(OC)(C)(C)C. The product is [Br:1][C:2]1[CH:3]=[C:4]([S:8]([Cl:13])(=[O:11])=[O:9])[CH:5]=[N:6][CH:7]=1. The yield is 0.980. (8) The product is [CH3:2][O:3][C:4](=[O:17])[C@H:5]([CH2:7][C:8]1[CH:13]=[CH:12][C:11]([N+:14]([O-:16])=[O:15])=[CH:10][CH:9]=1)[NH:6][C:21]([C:20]1[C:24]([CH3:28])=[CH:25][CH:26]=[CH:27][C:19]=1[Cl:18])=[O:22]. The yield is 0.950. The reactants are Cl.[CH3:2][O:3][C:4](=[O:17])[C@H:5]([CH2:7][C:8]1[CH:13]=[CH:12][C:11]([N+:14]([O-:16])=[O:15])=[CH:10][CH:9]=1)[NH2:6].[Cl:18][C:19]1[CH:27]=[CH:26][CH:25]=[C:24]([CH3:28])[C:20]=1[C:21](O)=[O:22].CN(C(ON1N=NC2C=CC=CC1=2)=[N+](C)C)C.F[P-](F)(F)(F)(F)F.C(N(C(C)C)CC)(C)C. The catalyst is CN(C=O)C.C(OCC)(=O)C. (9) The reactants are [C:1]1([CH:13]2[CH2:18][CH2:17][C:16](=[CH:19][C:20]#[N:21])[CH2:15][CH2:14]2)[N:2]=[N:3][N:4]2[C:9]=1[C:8]1[CH:10]=[CH:11][NH:12][C:7]=1[N:6]=[CH:5]2. The catalyst is O1CCCC1.[C].[Pd]. The product is [C:1]1([C@@H:13]2[CH2:14][CH2:15][C@H:16]([CH2:19][C:20]#[N:21])[CH2:17][CH2:18]2)[N:2]=[N:3][N:4]2[C:9]=1[C:8]1[CH:10]=[CH:11][NH:12][C:7]=1[N:6]=[CH:5]2.[C:1]1([C@H:13]2[CH2:14][CH2:15][C@H:16]([CH2:19][C:20]#[N:21])[CH2:17][CH2:18]2)[N:2]=[N:3][N:4]2[C:9]=1[C:8]1[CH:10]=[CH:11][NH:12][C:7]=1[N:6]=[CH:5]2. The yield is 0.0600. (10) The reactants are [CH2:1]([CH:8]1[C:16]2[C:11](=[CH:12][C:13]([F:28])=[C:14]([CH2:17][NH:18][S:19]([C:22]3[N:23]=[CH:24][N:25]([CH3:27])[CH:26]=3)(=[O:21])=[O:20])[CH:15]=2)[CH2:10][CH:9]1[NH:29][C:30](=O)OCC)[C:2]1[CH:7]=[CH:6][CH:5]=[CH:4][CH:3]=1.[H-].[Al+3].[Li+].[H-].[H-].[H-].[OH-].[K+].O. The yield is 0.240. The catalyst is O1CCCC1. The product is [CH2:1]([C@H:8]1[C:16]2[C:11](=[CH:12][C:13]([F:28])=[C:14]([CH2:17][NH:18][S:19]([C:22]3[N:23]=[CH:24][N:25]([CH3:27])[CH:26]=3)(=[O:21])=[O:20])[CH:15]=2)[CH2:10][C@H:9]1[NH:29][CH3:30])[C:2]1[CH:3]=[CH:4][CH:5]=[CH:6][CH:7]=1.[CH2:1]([C@@H:8]1[C:16]2[C:11](=[CH:12][C:13]([F:28])=[C:14]([CH2:17][NH:18][S:19]([C:22]3[N:23]=[CH:24][N:25]([CH3:27])[CH:26]=3)(=[O:21])=[O:20])[CH:15]=2)[CH2:10][C@H:9]1[NH:29][CH3:30])[C:2]1[CH:3]=[CH:4][CH:5]=[CH:6][CH:7]=1.